Dataset: Catalyst prediction with 721,799 reactions and 888 catalyst types from USPTO. Task: Predict which catalyst facilitates the given reaction. (1) Reactant: Cl[C:2]1[C:11]2[C:6](=[CH:7][CH:8]=[CH:9][CH:10]=2)[N:5]=[CH:4][N:3]=1.[H-].[Na+].[CH3:14][O:15][C:16](=[O:29])[CH2:17][CH2:18][CH2:19][C:20]1[CH:25]=[CH:24][C:23]([CH2:26][CH2:27][OH:28])=[CH:22][CH:21]=1. The catalyst class is: 54. Product: [CH3:14][O:15][C:16](=[O:29])[CH2:17][CH2:18][CH2:19][C:20]1[CH:21]=[CH:22][C:23]([CH2:26][CH2:27][O:28][C:2]2[C:11]3[C:6](=[CH:7][CH:8]=[CH:9][CH:10]=3)[N:5]=[CH:4][N:3]=2)=[CH:24][CH:25]=1. (2) Reactant: [NH2:1][C:2]1[CH:31]=[CH:30][C:5]([C:6]([N:8]2[C:17]3[C:12](=[CH:13][CH:14]=[CH:15][CH:16]=3)[CH:11]([N:18]([C:22]3[CH:27]=[CH:26][C:25]([Cl:28])=[CH:24][CH:23]=3)[C:19](=[O:21])[CH3:20])[CH2:10][CH:9]2[CH3:29])=[O:7])=[CH:4][CH:3]=1.C(N(CC)CC)C.Cl[CH2:40][CH2:41][N:42]=[C:43]=[O:44]. Product: [Cl:28][C:25]1[CH:24]=[CH:23][C:22]([N:18]([C@H:11]2[C:12]3[C:17](=[CH:16][CH:15]=[CH:14][CH:13]=3)[N:8]([C:6](=[O:7])[C:5]3[CH:4]=[CH:3][C:2]([N:1]4[CH2:40][CH2:41][NH:42][C:43]4=[O:44])=[CH:31][CH:30]=3)[C@@H:9]([CH3:29])[CH2:10]2)[C:19](=[O:21])[CH3:20])=[CH:27][CH:26]=1. The catalyst class is: 2. (3) Reactant: CS(C)=O.C(Cl)(=O)C(Cl)=O.[OH:11][CH:12]([C@H:22]1[CH2:27][CH2:26][C@H:25]([C@H:28]2[CH2:33][CH2:32][C@H:31]([CH2:34][CH2:35][CH2:36][CH2:37][CH3:38])[CH2:30][CH2:29]2)[CH2:24][CH2:23]1)[CH2:13][C:14]1[CH:19]=[CH:18][C:17]([F:20])=[C:16]([F:21])[CH:15]=1.C(N(CC)CC)C. Product: [O:11]=[C:12]([C@H:22]1[CH2:27][CH2:26][C@H:25]([C@H:28]2[CH2:33][CH2:32][C@H:31]([CH2:34][CH2:35][CH2:36][CH2:37][CH3:38])[CH2:30][CH2:29]2)[CH2:24][CH2:23]1)[CH2:13][C:14]1[CH:19]=[CH:18][C:17]([F:20])=[C:16]([F:21])[CH:15]=1. The catalyst class is: 34. (4) Reactant: [NH2:1][C:2]1[S:3][C:4]2[CH:10]=[CH:9][CH:8]=[C:7]([O:11][CH3:12])[C:5]=2[N:6]=1.N1C=CC=CC=1.Cl[C:20]([O:22][CH3:23])=[O:21].Cl. Product: [CH3:23][O:22][C:20](=[O:21])[NH:1][C:2]1[S:3][C:4]2[CH:10]=[CH:9][CH:8]=[C:7]([O:11][CH3:12])[C:5]=2[N:6]=1. The catalyst class is: 4.